This data is from Forward reaction prediction with 1.9M reactions from USPTO patents (1976-2016). The task is: Predict the product of the given reaction. Given the reactants [CH:1]([O:4][C:5]1C=[CH:9][C:8]([B:11]([OH:13])[OH:12])=[CH:7][N:6]=1)([CH3:3])[CH3:2].ClC1C=CC(Br)=C[N:16]=1, predict the reaction product. The product is: [CH:1]([O:4][C:5]1[N:6]=[CH:7][C:8]([B:11]([OH:13])[OH:12])=[CH:9][N:16]=1)([CH3:2])[CH3:3].